Regression/Classification. Given a drug SMILES string, predict its toxicity properties. Task type varies by dataset: regression for continuous values (e.g., LD50, hERG inhibition percentage) or binary classification for toxic/non-toxic outcomes (e.g., AMES mutagenicity, cardiotoxicity, hepatotoxicity). Dataset: herg_karim. From a dataset of hERG potassium channel inhibition data for cardiac toxicity prediction from Karim et al.. (1) The drug is COc1cccc(S(=O)(=O)N2CCC3=C[C@H]4[C@H](C=NN4c4ccc(F)cc4)C[C@@]3(C(=O)c3ccccn3)C2)c1. The result is 0 (non-blocker). (2) The result is 0 (non-blocker). The molecule is CN(C)C(=O)c1cccc(-c2ccccc2CC(c2cccnc2)c2cccnc2)c1. (3) The drug is O=C(N[C@@H]1CCCc2c1[nH]c1ccc(Cl)cc21)c1ccccc1F. The result is 0 (non-blocker). (4) The molecule is COc1c(C(C)(C)C)cc(C(=O)N2CCN(CCCCCC(c3ccc(F)cc3)c3ccc(F)cc3)CC2)cc1C(C)(C)C. The result is 1 (blocker). (5) The molecule is C[NH+]1CCC[C@@H]1CCO[C@](C)(c1ccccc1)c1ccc(Cl)cc1. The result is 1 (blocker). (6) The drug is Cc1nc(-c2cccs2)sc1-c1ccc2cc(CCN3CCC[C@H]3C)ccc2n1. The result is 1 (blocker).